This data is from Experimentally validated miRNA-target interactions with 360,000+ pairs, plus equal number of negative samples. The task is: Binary Classification. Given a miRNA mature sequence and a target amino acid sequence, predict their likelihood of interaction. (1) The miRNA is hsa-miR-548ao-3p with sequence AAAGACCGUGACUACUUUUGCA. The protein sequence of the target gene is MSAGSERGAAATPGGLPAPCASKVELRLSCRHLLDRDPLTKSDPSVALLQQAQGQWVQVGRTEVVRSSLHPVFSKVFTVDYYFEEVQRLRFEVYDTHGPSGFSCQEDDFLGGMECTLGQPAQKWLLQVVMRVSVDVLGPAGHCAKHFLCCTESSHLARTGPSFLLRYDDLCLPWATAGAVRWWTCRGGHTQGWQIVAQKKVTRPLLLKFGRNAGKSTITVIAEDISGNNGYVELSFRARKLDDKDLFSKSDPFLELYRVNDDQGLQLVYRTEVVKNNLNPVWEAFKVSLSSLCSCEETRP.... Result: 0 (no interaction). (2) The miRNA is hsa-miR-3918 with sequence ACAGGGCCGCAGAUGGAGACU. The protein sequence of the target gene is MADANKAEVPGATGGDSPHLQPAEPPGEPRREPHPAEAEKQQPQHSSSSNGVKMENDESAKEEKSDLKEKSTGSKKANRFHPYSKDKNSGAGEKKGPNRNRVFISNIPYDMKWQAIKDLMREKVGEVTYVELFKDAEGKSRGCGVVEFKDEEFVKKALETMNKYDLSGRPLNIKEDPDGENARRALQRTGGSFPGGHVPDMGSGLMNLPPSILNNPNIPPEVISNLQAGRLGSTIFVANLDFKVGWKKLKEVFSIAGTVKRADIKEDKDGKSRGMGTVTFEQAIEAVQAISMFNGQFLFD.... Result: 0 (no interaction). (3) The miRNA is hsa-miR-514a-3p with sequence AUUGACACUUCUGUGAGUAGA. The protein sequence of the target gene is MKVKKGGGGAGTATESAPGPSGQSVAPIPQPPAESESGSESEPDAGPGPRPGPLQRKQPIGPEDVLGLQRITGDYLCSPEENIYKIDFVRFKIRDMDSGTVLFEIKKPPVSERLPINRRDLDPNAGRFVRYQFTPAFLRLRQVGATVEFTVGDKPVNNFRMIERHYFRNQLLKSFDFHFGFCIPSSKNTCEHIYDFPPLSEELISEMIRHPYETQSDSFYFVDDRLVMHNKADYSYSGTP. Result: 0 (no interaction). (4) The miRNA is mmu-miR-3473b with sequence GGGCUGGAGAGAUGGCUCAG. The protein sequence of the target gene is MAFQKAVKGTILVGGGALATVLGLSPFAHYRRKQVSLAYVEAAGYLTEPVNREPPSREAQLMTLKNTPEFDILVIGGGATGCGCALDAVTRGLKTALVERDDFSSGTSSRSTKLIHGGVRYLQKAIMNLDVEQYRMVKEALHERANLLEIAPHLSAPLPIMLPLYKWWQLPYYWVGIKMYDLVAGSQCLKSSYVLSKSRALEHFPMLQKDKLVGAIVYYDGQHNDARMNLAIALTAARYGAATANYMEVVSLLKKTDPETGKERVSGARCKDVLTGQEFDVRAKCVINASGPFTDSVRKM.... Result: 0 (no interaction).